Predict the reactants needed to synthesize the given product. From a dataset of Full USPTO retrosynthesis dataset with 1.9M reactions from patents (1976-2016). (1) Given the product [O:13]1[CH2:14][CH:22]=[C:21]([C:2]2[N:3]=[CH:4][C:5]([NH2:8])=[N:6][CH:7]=2)[CH2:11][CH2:12]1, predict the reactants needed to synthesize it. The reactants are: Br[C:2]1[N:3]=[CH:4][C:5]([NH2:8])=[N:6][CH:7]=1.CO[CH2:11][CH2:12][O:13][CH3:14].C([O-])([O-])=O.[Na+].[Na+].[CH3:21][CH2:22]OC(C)=O. (2) Given the product [O:37]=[C:9]1[C:10]2[C:15](=[CH:14][CH:13]=[C:12]([C:17]3[CH:18]=[CH:19][C:20]([NH:23][C:24]([NH:26][C:27]4[CH:32]=[CH:31][CH:30]=[C:29]([C:33]([F:34])([F:36])[F:35])[CH:28]=4)=[O:25])=[CH:21][CH:22]=3)[CH:11]=2)[CH2:16][N:8]1[CH2:4][C:3]([O:2][CH3:1])=[O:38], predict the reactants needed to synthesize it. The reactants are: [CH3:1][O:2][C:3](=[O:38])[C@H:4]([N:8]1[CH2:16][C:15]2[C:10](=[CH:11][C:12]([C:17]3[CH:22]=[CH:21][C:20]([NH:23][C:24]([NH:26][C:27]4[CH:32]=[CH:31][CH:30]=[C:29]([C:33]([F:36])([F:35])[F:34])[CH:28]=4)=[O:25])=[CH:19][CH:18]=3)=[CH:13][CH:14]=2)[C:9]1=[O:37])C(C)C.BrC1C=C2C(CN(CC(OC)=O)C2=O)=CC=1.CC1(C)C(C)(C)OB(C2C=CC(NC(NC3C=CC=C(C(F)(F)F)C=3)=O)=CC=2)O1. (3) Given the product [F:31][C:30]([F:32])([F:33])[C:28]1[CH:27]=[CH:26][C:25]([OH:34])=[C:24]([C:22]2[N:1]([CH:3]3[CH2:4][N:5]([C:7]([O:9][C:10]([CH3:13])([CH3:12])[CH3:11])=[O:8])[CH2:6]3)[N:2]=[CH:20][CH:21]=2)[CH:29]=1, predict the reactants needed to synthesize it. The reactants are: [NH:1]([CH:3]1[CH2:6][N:5]([C:7]([O:9][C:10]([CH3:13])([CH3:12])[CH3:11])=[O:8])[CH2:4]1)[NH2:2].C(O)(=O)C.CN(C)/[CH:20]=[CH:21]/[C:22]([C:24]1[CH:29]=[C:28]([C:30]([F:33])([F:32])[F:31])[CH:27]=[CH:26][C:25]=1[OH:34])=O. (4) Given the product [C:31]([C:30]1[C:33]([F:37])=[CH:34][CH:35]=[CH:36][C:29]=1[NH:1][C:2]1[N:27]=[C:5]2[CH:6]=[N:7][C:8]([C:10]3[CH:11]=[CH:12][C:13]([NH:16][C:17](=[O:26])[CH2:18][C:19]4[CH:24]=[CH:23][C:22]([F:25])=[CH:21][CH:20]=4)=[CH:14][CH:15]=3)=[CH:9][N:4]2[N:3]=1)#[N:32], predict the reactants needed to synthesize it. The reactants are: [NH2:1][C:2]1[N:27]=[C:5]2[CH:6]=[N:7][C:8]([C:10]3[CH:15]=[CH:14][C:13]([NH:16][C:17](=[O:26])[CH2:18][C:19]4[CH:24]=[CH:23][C:22]([F:25])=[CH:21][CH:20]=4)=[CH:12][CH:11]=3)=[CH:9][N:4]2[N:3]=1.Br[C:29]1[CH:36]=[CH:35][CH:34]=[C:33]([F:37])[C:30]=1[C:31]#[N:32].C(=O)([O-])[O-].[Cs+].[Cs+]. (5) The reactants are: [Br:1][C:2]1[CH:3]=[C:4]([C:8]([CH3:20])([CH2:12][C:13]2[CH:18]=[CH:17][C:16]([Cl:19])=[CH:15][CH:14]=2)[C:9](=[O:11])[CH3:10])[CH:5]=[CH:6][CH:7]=1.[BH4-].[Na+]. Given the product [Br:1][C:2]1[CH:3]=[C:4]([C:8]([CH3:20])([CH2:12][C:13]2[CH:14]=[CH:15][C:16]([Cl:19])=[CH:17][CH:18]=2)[CH:9]([OH:11])[CH3:10])[CH:5]=[CH:6][CH:7]=1, predict the reactants needed to synthesize it. (6) Given the product [CH3:1][O:2][C:3]1[CH:10]=[CH:9][C:6](/[CH:7]=[CH:13]/[C:14]([OH:16])=[O:15])=[C:5]([CH3:11])[CH:4]=1, predict the reactants needed to synthesize it. The reactants are: [CH3:1][O:2][C:3]1[CH:10]=[CH:9][C:6]([CH:7]=O)=[C:5]([CH3:11])[CH:4]=1.C(O)(=O)[CH2:13][C:14]([OH:16])=[O:15].N1CCCCC1.